From a dataset of Forward reaction prediction with 1.9M reactions from USPTO patents (1976-2016). Predict the product of the given reaction. (1) Given the reactants [CH3:1][N:2]([CH3:32])[C:3]1([C:25]2[CH:30]=[CH:29][CH:28]=[C:27]([F:31])[CH:26]=2)[CH2:8][CH2:7][CH:6]([CH2:9][C:10]([NH:12][CH:13]([CH3:24])[CH2:14][C:15]2[C:23]3[C:18](=[CH:19][CH:20]=[CH:21][CH:22]=3)[NH:17][CH:16]=2)=[O:11])[CH2:5][CH2:4]1.[ClH:33], predict the reaction product. The product is: [ClH:33].[CH3:32][N:2]([CH3:1])[C:3]1([C:25]2[CH:30]=[CH:29][CH:28]=[C:27]([F:31])[CH:26]=2)[CH2:8][CH2:7][CH:6]([CH2:9][C:10]([NH:12][CH:13]([CH3:24])[CH2:14][C:15]2[C:23]3[C:18](=[CH:19][CH:20]=[CH:21][CH:22]=3)[NH:17][CH:16]=2)=[O:11])[CH2:5][CH2:4]1. (2) The product is: [CH3:17][O:18][C:19](=[O:29])[C:20]1[CH:25]=[CH:24][C:23](/[CH:26]=[CH:15]/[C:14](=[O:16])[C:13]2[C:8]([NH:7][C:1]3[CH:6]=[CH:5][CH:4]=[CH:3][CH:2]=3)=[N:9][CH:10]=[CH:11][CH:12]=2)=[C:22]([F:28])[CH:21]=1. Given the reactants [C:1]1([NH:7][C:8]2[C:13]([C:14](=[O:16])[CH3:15])=[CH:12][CH:11]=[CH:10][N:9]=2)[CH:6]=[CH:5][CH:4]=[CH:3][CH:2]=1.[CH3:17][O:18][C:19](=[O:29])[C:20]1[CH:25]=[CH:24][C:23]([CH:26]=O)=[C:22]([F:28])[CH:21]=1.C[O-].[Na+].Cl, predict the reaction product.